From a dataset of Retrosynthesis with 50K atom-mapped reactions and 10 reaction types from USPTO. Predict the reactants needed to synthesize the given product. (1) Given the product COc1cc2[nH]c(N(C)Cc3cccc(OCS(C)=O)c3)nc(=O)c2c(C)c1OC, predict the reactants needed to synthesize it. The reactants are: CNCc1cccc(OCS(C)=O)c1.COc1cc2[nH]c(Cl)nc(=O)c2c(C)c1OC. (2) Given the product CCOC(=O)c1c(CC)ncnc1NCCc1ccc(CCOS(C)(=O)=O)cc1, predict the reactants needed to synthesize it. The reactants are: CCOC(=O)c1c(CC)ncnc1NCCc1ccc(CCO)cc1.CS(=O)(=O)Cl.